The task is: Predict the reactants needed to synthesize the given product.. This data is from Full USPTO retrosynthesis dataset with 1.9M reactions from patents (1976-2016). Given the product [CH3:1][O:2][CH2:3][CH2:4][O:5][C:6]1[CH:7]=[C:8]([CH3:23])[C:9]([C:12]2[C:13]3[CH:20]=[C:19]([CH2:21][O:22][C:25]4[CH:30]=[CH:29][C:28]([C@@H:31]([C:38]#[C:39][CH3:40])[CH2:32][C:33]([O:35][CH2:36][CH3:37])=[O:34])=[CH:27][CH:26]=4)[CH:18]=[CH:17][C:14]=3[S:15][CH:16]=2)=[N:10][CH:11]=1, predict the reactants needed to synthesize it. The reactants are: [CH3:1][O:2][CH2:3][CH2:4][O:5][C:6]1[CH:7]=[C:8]([CH3:23])[C:9]([C:12]2[C:13]3[CH:20]=[C:19]([CH2:21][OH:22])[CH:18]=[CH:17][C:14]=3[S:15][CH:16]=2)=[N:10][CH:11]=1.O[C:25]1[CH:30]=[CH:29][C:28]([C@@H:31]([C:38]#[C:39][CH3:40])[CH2:32][C:33]([O:35][CH2:36][CH3:37])=[O:34])=[CH:27][CH:26]=1.P(CCCC)(CCCC)CCCC.C1CCN(C(N=NC(N2CCCCC2)=O)=O)CC1.